This data is from NCI-60 drug combinations with 297,098 pairs across 59 cell lines. The task is: Regression. Given two drug SMILES strings and cell line genomic features, predict the synergy score measuring deviation from expected non-interaction effect. (1) Drug 1: C1CCN(CC1)CCOC2=CC=C(C=C2)C(=O)C3=C(SC4=C3C=CC(=C4)O)C5=CC=C(C=C5)O. Drug 2: CCC1=CC2CC(C3=C(CN(C2)C1)C4=CC=CC=C4N3)(C5=C(C=C6C(=C5)C78CCN9C7C(C=CC9)(C(C(C8N6C)(C(=O)OC)O)OC(=O)C)CC)OC)C(=O)OC.C(C(C(=O)O)O)(C(=O)O)O. Cell line: A498. Synergy scores: CSS=37.4, Synergy_ZIP=-6.03, Synergy_Bliss=-0.700, Synergy_Loewe=-5.04, Synergy_HSA=0.572. (2) Drug 1: COC1=C(C=C2C(=C1)N=CN=C2NC3=CC(=C(C=C3)F)Cl)OCCCN4CCOCC4. Drug 2: C1CC(=O)NC(=O)C1N2C(=O)C3=CC=CC=C3C2=O. Cell line: OVCAR3. Synergy scores: CSS=30.0, Synergy_ZIP=-2.42, Synergy_Bliss=5.22, Synergy_Loewe=-12.0, Synergy_HSA=-2.95. (3) Drug 1: C1=C(C(=O)NC(=O)N1)N(CCCl)CCCl. Drug 2: C1=CC(=CC=C1C#N)C(C2=CC=C(C=C2)C#N)N3C=NC=N3. Cell line: TK-10. Synergy scores: CSS=6.14, Synergy_ZIP=-3.98, Synergy_Bliss=-2.68, Synergy_Loewe=-4.64, Synergy_HSA=-3.02. (4) Drug 1: C1CCN(CC1)CCOC2=CC=C(C=C2)C(=O)C3=C(SC4=C3C=CC(=C4)O)C5=CC=C(C=C5)O. Drug 2: CN(CC1=CN=C2C(=N1)C(=NC(=N2)N)N)C3=CC=C(C=C3)C(=O)NC(CCC(=O)O)C(=O)O. Cell line: HOP-62. Synergy scores: CSS=38.0, Synergy_ZIP=0.544, Synergy_Bliss=0.174, Synergy_Loewe=-28.2, Synergy_HSA=-2.08. (5) Drug 1: CCCCCOC(=O)NC1=NC(=O)N(C=C1F)C2C(C(C(O2)C)O)O. Drug 2: CC1=C(N=C(N=C1N)C(CC(=O)N)NCC(C(=O)N)N)C(=O)NC(C(C2=CN=CN2)OC3C(C(C(C(O3)CO)O)O)OC4C(C(C(C(O4)CO)O)OC(=O)N)O)C(=O)NC(C)C(C(C)C(=O)NC(C(C)O)C(=O)NCCC5=NC(=CS5)C6=NC(=CS6)C(=O)NCCC[S+](C)C)O. Cell line: SF-539. Synergy scores: CSS=42.5, Synergy_ZIP=1.19, Synergy_Bliss=-0.362, Synergy_Loewe=-33.6, Synergy_HSA=3.15.